Dataset: Full USPTO retrosynthesis dataset with 1.9M reactions from patents (1976-2016). Task: Predict the reactants needed to synthesize the given product. (1) Given the product [C:1]([O:5][C:6]([N:8]1[CH2:13][C@@H:12]2[CH2:14][C@H:9]1[CH2:10][N:11]2[C:37](=[O:38])[C:36]1[CH:35]=[CH:34][C:33]([O:32][CH2:31][CH2:30][CH2:29][N:23]2[CH2:28][CH2:27][CH2:26][CH2:25][CH2:24]2)=[CH:41][CH:40]=1)=[O:7])([CH3:4])([CH3:2])[CH3:3], predict the reactants needed to synthesize it. The reactants are: [C:1]([O:5][C:6]([N:8]1[CH2:13][C@@H:12]2[CH2:14][C@H:9]1[CH2:10][NH:11]2)=[O:7])([CH3:4])([CH3:3])[CH3:2].C(N(CC)CC)C.Cl.[N:23]1([CH2:29][CH2:30][CH2:31][O:32][C:33]2[CH:41]=[CH:40][C:36]([C:37](Cl)=[O:38])=[CH:35][CH:34]=2)[CH2:28][CH2:27][CH2:26][CH2:25][CH2:24]1. (2) Given the product [SH:18][C:17]1[N:16]([CH3:15])[C:4](=[O:6])[CH:3]=[C:2]([C:9]2[CH:14]=[CH:13][N:12]=[CH:11][N:10]=2)[N:19]=1, predict the reactants needed to synthesize it. The reactants are: O=[C:2]([C:9]1[CH:14]=[CH:13][N:12]=[CH:11][N:10]=1)[CH2:3][C:4]([O:6]CC)=O.[CH3:15][NH:16][C:17]([NH2:19])=[S:18].N12CCCN=C1CCCCC2. (3) Given the product [OH:4][N:3]([CH3:2])[C:12](=[O:14])[O:11][CH2:10][CH2:9][Si:8]([CH3:7])([CH3:22])[CH3:23], predict the reactants needed to synthesize it. The reactants are: Cl.[CH3:2][NH:3][OH:4].[OH-].[K+].[CH3:7][Si:8]([CH3:23])([CH3:22])[CH2:9][CH2:10][O:11][C:12]([O:14]N1C(=O)CCC1=O)=O. (4) Given the product [CH3:1][O:2][C:3]1[CH:4]=[C:5]2[C:10](=[CH:11][C:12]=1[O:13][CH3:14])[N:9]=[CH:8][CH:7]=[C:6]2[O:15][C:16]1[CH:22]=[CH:21][C:19]([NH:20][C:41](=[O:47])[O:42][CH2:43][CH2:55][CH2:54][O:53][C:52]2[CH:58]=[CH:59][CH:60]=[C:50]([F:49])[CH:51]=2)=[CH:18][CH:17]=1, predict the reactants needed to synthesize it. The reactants are: [CH3:1][O:2][C:3]1[CH:4]=[C:5]2[C:10](=[CH:11][C:12]=1[O:13][CH3:14])[N:9]=[CH:8][CH:7]=[C:6]2[O:15][C:16]1[CH:22]=[CH:21][C:19]([NH2:20])=[CH:18][CH:17]=1.C1(C)C=CC=CC=1.C(N(CC)CC)C.ClC(Cl)(O[C:41](=[O:47])[O:42][C:43](Cl)(Cl)Cl)Cl.[F:49][C:50]1[CH:51]=[C:52]([CH:58]=[CH:59][CH:60]=1)[O:53][CH2:54][CH2:55]CO. (5) Given the product [Cl:28][C:23]1[CH:24]=[CH:25][CH:26]=[CH:27][C:22]=1[NH:21][C:19]([NH:18][C:15]1[CH:16]=[CH:17][C:12]([Cl:11])=[C:13]([S:30]([N:33]([CH3:35])[CH3:34])(=[O:31])=[O:32])[C:14]=1[O:29][Si:36]([C:39]([CH3:42])([CH3:41])[CH3:40])([CH3:38])[CH3:37])=[S:20], predict the reactants needed to synthesize it. The reactants are: C1(NC(N)=S)C=CC=CC=1.[Cl:11][C:12]1[CH:17]=[CH:16][C:15]([NH:18][C:19]([NH:21][C:22]2[CH:27]=[CH:26][CH:25]=[CH:24][C:23]=2[Cl:28])=[S:20])=[C:14]([OH:29])[C:13]=1[S:30]([N:33]([CH3:35])[CH3:34])(=[O:32])=[O:31].[Si:36](Cl)([C:39]([CH3:42])([CH3:41])[CH3:40])([CH3:38])[CH3:37].N1C=CN=C1. (6) Given the product [NH2:48][CH2:47][CH2:46][NH:49][C:12]([C:11]1[C:2]([Cl:1])=[N:3][C:4]2[C:9]([C:10]=1[NH:26][CH2:27][C:28]1[CH:33]=[CH:32][C:31]([O:34][CH3:35])=[C:30]([Cl:36])[CH:29]=1)=[CH:8][C:7]([C:37]#[N:38])=[CH:6][CH:5]=2)=[O:13], predict the reactants needed to synthesize it. The reactants are: [Cl:1][C:2]1[C:11]([C:12](OC2C(F)=C(F)C(F)=C(F)C=2F)=[O:13])=[C:10]([NH:26][CH2:27][C:28]2[CH:33]=[CH:32][C:31]([O:34][CH3:35])=[C:30]([Cl:36])[CH:29]=2)[C:9]2[C:4](=[CH:5][CH:6]=[C:7]([C:37]#[N:38])[CH:8]=2)[N:3]=1.C(N(CC)CC)C.[CH2:46]([NH2:49])[CH2:47][NH2:48].